Dataset: Reaction yield outcomes from USPTO patents with 853,638 reactions. Task: Predict the reaction yield, written as a fraction of the theoretical maximum amount of product (1.0 means a 100% yield; for example, 0.34 means a 34% yield). (1) The reactants are CC([O-])(C)C.[Na+].[C:7]1(Cl)[CH:12]=[CH:11][CH:10]=[CH:9][CH:8]=1.[NH:14]1[CH2:19][CH2:18][CH2:17][CH2:16][CH2:15]1. The catalyst is C1C=CC(/C=C/C(/C=C/C2C=CC=CC=2)=O)=CC=1.C1C=CC(/C=C/C(/C=C/C2C=CC=CC=2)=O)=CC=1.C1C=CC(/C=C/C(/C=C/C2C=CC=CC=2)=O)=CC=1.[Pd].[Pd].C1(C)C=CC=CC=1. The product is [C:7]1([N:14]2[CH2:19][CH2:18][CH2:17][CH2:16][CH2:15]2)[CH:12]=[CH:11][CH:10]=[CH:9][CH:8]=1. The yield is 0.510. (2) The reactants are [Cl:1][S:2]([OH:5])(=O)=[O:3].[Br:6][C:7]1[CH:8]=[CH:9][C:10]([NH2:13])=[N:11][CH:12]=1. No catalyst specified. The product is [NH2:13][C:10]1[C:9]([S:2]([Cl:1])(=[O:5])=[O:3])=[CH:8][C:7]([Br:6])=[CH:12][N:11]=1. The yield is 0.770. (3) The reactants are C(=O)([O-])[O-].[Cs+].[Cs+].Br[C:8]1[CH:9]=[C:10]2[C:15](=[CH:16][CH:17]=1)[N:14]=[C:13]([CH3:18])[C:12]([S:19]([CH3:22])(=[O:21])=[O:20])=[C:11]2[C:23]1[CH:28]=[CH:27][C:26]([F:29])=[CH:25][CH:24]=1.[NH:30]1[CH2:35][CH2:34][O:33][CH2:32][CH2:31]1. The catalyst is C(O)(C)(C)C.CCCCCCC.C1(P(C2CCCCC2)C2C=CC=CC=2C2C(C(C)C)=CC(C(C)C)=CC=2C(C)C)CCCCC1. The product is [F:29][C:26]1[CH:27]=[CH:28][C:23]([C:11]2[C:10]3[C:15](=[CH:16][CH:17]=[C:8]([N:30]4[CH2:35][CH2:34][O:33][CH2:32][CH2:31]4)[CH:9]=3)[N:14]=[C:13]([CH3:18])[C:12]=2[S:19]([CH3:22])(=[O:21])=[O:20])=[CH:24][CH:25]=1. The yield is 0.560. (4) The product is [N:1]1[C:9]2[C:4](=[N:5][CH:6]=[CH:7][CH:8]=2)[S:3][C:2]=1[NH:10][C:11]1[O:28][C@:20]2([CH2:19][N:18]=1)[CH:25]1[CH2:26][CH2:27][N:22]([CH2:23][CH2:24]1)[CH2:21]2. The reactants are [N:1]1[C:9]2[C:4](=[N:5][CH:6]=[CH:7][CH:8]=2)[S:3][C:2]=1[N:10]=[C:11](SC)SC.Cl.Cl.[NH2:18][CH2:19][C@@:20]1([OH:28])[CH:25]2[CH2:26][CH2:27][N:22]([CH2:23][CH2:24]2)[CH2:21]1.C(=O)([O-])[O-].[Cs+].[Cs+].O. The yield is 0.760. The catalyst is CN(C=O)C. (5) The reactants are C([Li])CCC.CCCCCC.[S:12]1[CH:16]=[CH:15][CH:14]=[CH:13]1.Br[CH2:18][CH2:19][CH2:20][CH2:21][CH2:22][CH2:23][CH2:24][CH3:25]. The catalyst is O1CCCC1. The product is [CH2:18]([C:13]1[S:12][CH:16]=[CH:15][CH:14]=1)[CH2:19][CH2:20][CH2:21][CH2:22][CH2:23][CH2:24][CH3:25]. The yield is 0.650. (6) The reactants are [CH3:1][O:2][C:3]1[CH:4]=[C:5]([NH:20][C:21]([C:23]2[S:27][C:26]([C:28]3[CH:33]=[CH:32][C:31]([Cl:34])=[CH:30][CH:29]=3)=[N:25][C:24]=2[CH2:35][CH2:36]O)=[O:22])[CH:6]=[CH:7][C:8]=1[O:9][Si:10]([CH:17]([CH3:19])[CH3:18])([CH:14]([CH3:16])[CH3:15])[CH:11]([CH3:13])[CH3:12].CC(OI1(OC(C)=O)(OC(C)=O)OC(=O)C2C=CC=CC1=2)=O. The catalyst is C(Cl)Cl.[OH-].[Na+]. The product is [Cl:34][C:31]1[CH:30]=[CH:29][C:28]([C:26]2[S:27][C:23]3[C:21](=[O:22])[N:20]([C:5]4[CH:6]=[CH:7][C:8]([O:9][Si:10]([CH:11]([CH3:12])[CH3:13])([CH:17]([CH3:19])[CH3:18])[CH:14]([CH3:15])[CH3:16])=[C:3]([O:2][CH3:1])[CH:4]=4)[CH:36]=[CH:35][C:24]=3[N:25]=2)=[CH:33][CH:32]=1. The yield is 0.480. (7) The yield is 0.512. The catalyst is O1CCCC1. The reactants are C([N-]C(C)C)(C)C.[Li+].C(NC(C)C)(C)C.[Li]CCCC.[CH2:21]([O:23][C:24]1[CH2:29][CH2:28][CH2:27][C:26](=[O:30])[CH:25]=1)[CH3:22].CN(C)P(N(C)C)(N(C)C)=O.I[CH2:43][CH2:44][CH2:45][O:46][Si:47]([C:50]([CH3:53])([CH3:52])[CH3:51])([CH3:49])[CH3:48]. The product is [CH2:21]([O:23][C:24]1[CH2:29][CH2:28][CH:27]([CH2:43][CH2:44][CH2:45][O:46][Si:47]([C:50]([CH3:51])([CH3:53])[CH3:52])([CH3:48])[CH3:49])[C:26](=[O:30])[CH:25]=1)[CH3:22].